From a dataset of Full USPTO retrosynthesis dataset with 1.9M reactions from patents (1976-2016). Predict the reactants needed to synthesize the given product. Given the product [CH3:28][N:29]1[CH2:34][CH2:33][CH:32]([N:1]2[CH2:2][CH:3]([N:5]3[C:9]4=[N:10][CH:11]=[N:12][C:13]([NH2:14])=[C:8]4[C:7]([C:15]4[CH:16]=[CH:17][C:18]([O:21][C:22]5[CH:27]=[CH:26][CH:25]=[CH:24][CH:23]=5)=[CH:19][CH:20]=4)=[N:6]3)[CH2:4]2)[CH2:31][CH2:30]1, predict the reactants needed to synthesize it. The reactants are: [NH:1]1[CH2:4][CH:3]([N:5]2[C:9]3=[N:10][CH:11]=[N:12][C:13]([NH2:14])=[C:8]3[C:7]([C:15]3[CH:20]=[CH:19][C:18]([O:21][C:22]4[CH:27]=[CH:26][CH:25]=[CH:24][CH:23]=4)=[CH:17][CH:16]=3)=[N:6]2)[CH2:2]1.[CH3:28][N:29]1[CH2:34][CH2:33][C:32](=O)[CH2:31][CH2:30]1.C(O)(=O)C.C(O[BH-](OC(=O)C)OC(=O)C)(=O)C.[Na+].